Dataset: Reaction yield outcomes from USPTO patents with 853,638 reactions. Task: Predict the reaction yield, written as a fraction of the theoretical maximum amount of product (1.0 means a 100% yield; for example, 0.34 means a 34% yield). (1) The yield is 0.620. The catalyst is O.Cl[Pd]Cl. The product is [NH2:6][C:7]1[N:8]=[CH:9][C:10](/[CH:3]=[CH:2]/[C:1]([OH:5])=[O:4])=[CH:11][CH:12]=1. The reactants are [C:1]([OH:5])(=[O:4])[CH:2]=[CH2:3].[NH2:6][C:7]1[CH:12]=[CH:11][C:10](Br)=[CH:9][N:8]=1.C([O-])([O-])=O.[Na+].[Na+]. (2) The reactants are I[C:2]1[CH:7]=[CH:6][C:5]([CH2:8][N:9]2[CH2:13][CH2:12][CH2:11][C:10]2=[O:14])=[CH:4][CH:3]=1.C(OC([N:22]1[CH2:27][CH2:26][C:25]2[C:28]([C:31]([F:34])([F:33])[F:32])=[N:29][NH:30][C:24]=2[CH2:23]1)=O)(C)(C)C.CN(C)CC(O)=O.C(=O)([O-])[O-].[K+].[K+]. The catalyst is CS(C)=O.[Cu]I. The product is [F:34][C:31]([F:32])([F:33])[C:28]1[C:25]2[CH2:26][CH2:27][NH:22][CH2:23][C:24]=2[N:30]([C:2]2[CH:7]=[CH:6][C:5]([CH2:8][N:9]3[CH2:13][CH2:12][CH2:11][C:10]3=[O:14])=[CH:4][CH:3]=2)[N:29]=1. The yield is 0.330. (3) The reactants are [CH3:1][O:2][C:3]([CH:5]1[CH2:13][C:12]2[C:7](=[CH:8][CH:9]=[CH:10][C:11]=2[N+:14]([O-])=O)[CH2:6]1)=[O:4].[H][H]. The catalyst is [Pd].C(OCC)(=O)C. The product is [CH3:1][O:2][C:3]([CH:5]1[CH2:13][C:12]2[C:7](=[CH:8][CH:9]=[CH:10][C:11]=2[NH2:14])[CH2:6]1)=[O:4]. The yield is 1.00. (4) The reactants are [CH:1]1([NH:4][C:5]([C:7]2[CH:8]=[C:9]([C:14]3[CH:19]=[CH:18][C:17]([C:20](=[O:27])[C:21]4[CH:26]=[CH:25][CH:24]=[CH:23][CH:22]=4)=[C:16]([NH2:28])[CH:15]=3)[C:10]([CH3:13])=[CH:11][CH:12]=2)=[O:6])[CH2:3][CH2:2]1.C(N(CC)CC)C.[C:36](OC(=O)C)(=[O:38])[CH3:37]. The catalyst is C(Cl)Cl.C(OCC)(=O)C. The product is [CH:1]1([NH:4][C:5]([C:7]2[CH:8]=[C:9]([C:14]3[CH:19]=[CH:18][C:17]([C:20](=[O:27])[C:21]4[CH:26]=[CH:25][CH:24]=[CH:23][CH:22]=4)=[C:16]([NH:28][C:36](=[O:38])[CH3:37])[CH:15]=3)[C:10]([CH3:13])=[CH:11][CH:12]=2)=[O:6])[CH2:2][CH2:3]1. The yield is 0.850.